Dataset: Reaction yield outcomes from USPTO patents with 853,638 reactions. Task: Predict the reaction yield, written as a fraction of the theoretical maximum amount of product (1.0 means a 100% yield; for example, 0.34 means a 34% yield). (1) The catalyst is ClC(Cl)C. The product is [C:19]([O:23][C:24](=[O:28])[C@@H:25]([NH:26][CH:14]1[CH2:15][CH2:16][N:11]([C:1]([O:3][CH2:4][C:5]2[CH:10]=[CH:9][CH:8]=[CH:7][CH:6]=2)=[O:2])[CH2:12][CH2:13]1)[CH3:27])([CH3:22])([CH3:21])[CH3:20]. The reactants are [C:1]([N:11]1[CH2:16][CH2:15][C:14](=O)[CH2:13][CH2:12]1)([O:3][CH2:4][C:5]1[CH:10]=[CH:9][CH:8]=[CH:7][CH:6]=1)=[O:2].Cl.[C:19]([O:23][C:24](=[O:28])[C@H:25]([CH3:27])[NH2:26])([CH3:22])([CH3:21])[CH3:20].C(O[BH-](OC(=O)C)OC(=O)C)(=O)C.[Na+]. The yield is 0.970. (2) The reactants are Br[CH2:2][C:3]([C:5]1[CH:10]=[CH:9][C:8]([O:11][CH3:12])=[C:7]([O:13][CH3:14])[CH:6]=1)=O.[C:15]([NH2:18])(=[S:17])[CH3:16]. The catalyst is C(O)C. The product is [CH3:14][O:13][C:7]1[CH:6]=[C:5]([C:3]2[N:18]=[C:15]([CH3:16])[S:17][CH:2]=2)[CH:10]=[CH:9][C:8]=1[O:11][CH3:12]. The yield is 1.00.